From a dataset of Full USPTO retrosynthesis dataset with 1.9M reactions from patents (1976-2016). Predict the reactants needed to synthesize the given product. (1) Given the product [Cl:12][C:6](=[O:7])[CH2:5][C:4]([O:3][CH2:1][CH3:2])=[O:9], predict the reactants needed to synthesize it. The reactants are: [CH2:1]([O:3][C:4](=[O:9])[CH2:5][C:6](O)=[O:7])[CH3:2].O=S(Cl)[Cl:12]. (2) Given the product [F:30][C:11]1[CH:12]=[C:13]([O:16][C@H:17]2[CH2:23][CH2:22][CH2:21][CH2:20][CH2:19][C@@H:18]2[C:24]2[N:28]([CH3:29])[N:27]=[CH:26][CH:25]=2)[CH:14]=[CH:15][C:10]=1[S:7]([NH:6][C:31]1[CH:36]=[CH:35][N:34]=[CH:33][N:32]=1)(=[O:8])=[O:9], predict the reactants needed to synthesize it. The reactants are: COC1C=C(OC)C=CC=1C[N:6]([C:31]1[CH:36]=[CH:35][N:34]=[CH:33][N:32]=1)[S:7]([C:10]1[CH:15]=[CH:14][C:13]([O:16][C@H:17]2[CH2:23][CH2:22][CH2:21][CH2:20][CH2:19][C@@H:18]2[C:24]2[N:28]([CH3:29])[N:27]=[CH:26][CH:25]=2)=[CH:12][C:11]=1[F:30])(=[O:9])=[O:8].C([SiH](CC)CC)C.FC(F)(F)C(O)=O. (3) Given the product [CH3:20][N+:21]([CH3:24])=[CH:22][Cl:23].[Cl-:3].[Cl:25][C:13]1[C:12]2[CH:16]=[CH:17][CH:18]=[CH:19][C:11]=2[S:10][C:9]=1[CH:6]=[O:7], predict the reactants needed to synthesize it. The reactants are: O=P(Cl)(Cl)[Cl:3].[C:6]([CH2:9][S:10][C:11]1[CH:19]=[CH:18][CH:17]=[CH:16][C:12]=1[C:13](O)=O)(O)=[O:7].[CH3:20][N+:21]([CH3:24])=[CH:22][Cl:23].[Cl-:25].